The task is: Predict which catalyst facilitates the given reaction.. This data is from Catalyst prediction with 721,799 reactions and 888 catalyst types from USPTO. Reactant: [CH:1]([C@@H:4]1[CH2:9][CH2:8][C@@H:7]([CH3:10])[CH2:6][C@H:5]1[O:11][C:12]([C@@H:14]1[CH2:27][C:26]2[CH:25]=[C:24]3[C:19]([O:20][C@@H:21]([C:30]4[CH:35]=[CH:34][C:33]([O:36][CH2:37][C:38]5[CH:43]=[CH:42][C:41]([Cl:44])=[C:40]([Cl:45])[CH:39]=5)=[CH:32][CH:31]=4)[C:22](=[O:29])[N:23]3[CH3:28])=[CH:18][C:17]=2[CH2:16][NH:15]1)=[O:13])([CH3:3])[CH3:2].C(=O)(O)[O-].[Na+].Br[CH:52]([C:55]1[CH:60]=[CH:59][CH:58]=[CH:57][CH:56]=1)[CH2:53][CH3:54].C(=O)([O-])[O-].[Na+].[Na+]. Product: [CH:1]([C@@H:4]1[CH2:9][CH2:8][C@@H:7]([CH3:10])[CH2:6][C@H:5]1[O:11][C:12]([C@@H:14]1[CH2:27][C:26]2[CH:25]=[C:24]3[C:19]([O:20][C@@H:21]([C:30]4[CH:31]=[CH:32][C:33]([O:36][CH2:37][C:38]5[CH:43]=[CH:42][C:41]([Cl:44])=[C:40]([Cl:45])[CH:39]=5)=[CH:34][CH:35]=4)[C:22](=[O:29])[N:23]3[CH3:28])=[CH:18][C:17]=2[CH2:16][N:15]1[C@H:52]([C:55]1[CH:60]=[CH:59][CH:58]=[CH:57][CH:56]=1)[CH2:53][CH3:54])=[O:13])([CH3:2])[CH3:3]. The catalyst class is: 3.